Dataset: Full USPTO retrosynthesis dataset with 1.9M reactions from patents (1976-2016). Task: Predict the reactants needed to synthesize the given product. The reactants are: [CH:1]([C@H:4]1[CH2:8][O:7][C:6]([CH3:9])=[N:5]1)([CH3:3])[CH3:2].[B-:10]([F:14])([F:13])([F:12])[F:11].[CH3:15]C[O+](CC)CC. Given the product [F:11][B-:10]([F:14])([F:13])[F:12].[CH:1]([C@H:4]1[CH2:8][O:7][C:6]([CH3:9])=[N+:5]1[CH3:15])([CH3:3])[CH3:2], predict the reactants needed to synthesize it.